Dataset: Full USPTO retrosynthesis dataset with 1.9M reactions from patents (1976-2016). Task: Predict the reactants needed to synthesize the given product. (1) The reactants are: [CH3:1][N:2]1[CH2:7][CH2:6][NH:5][CH2:4][CH2:3]1.CO[C:10](=[O:18])[C:11]1[CH:16]=[CH:15][CH:14]=[C:13](I)[CH:12]=1.[Cl:19][C:20]1[CH:25]=[CH:24][C:23]([C@H:26]2[C@:28]3([C:36]4[C:31](=[CH:32][CH:33]=[CH:34][CH:35]=4)[NH:30][C:29]3=[O:37])[CH2:27]2)=[CH:22][CH:21]=1. Given the product [Cl:19][C:20]1[CH:21]=[CH:22][C:23]([C@@H:26]2[C@@:28]3([C:36]4[C:31](=[CH:32][CH:33]=[CH:34][CH:35]=4)[N:30]([C:13]4[CH:14]=[CH:15][CH:16]=[C:11]([C:10]([N:5]5[CH2:6][CH2:7][N:2]([CH3:1])[CH2:3][CH2:4]5)=[O:18])[CH:12]=4)[C:29]3=[O:37])[CH2:27]2)=[CH:24][CH:25]=1, predict the reactants needed to synthesize it. (2) The reactants are: [CH2:1]([O:8][C:9]([NH:11][CH2:12][CH2:13][C@@H:14]([C:23]([NH:25][C:26]1[CH:31]=[CH:30][C:29]([CH:32]([C:64]2[CH:69]=[CH:68][C:67]([NH:70][C:71](=[O:94])[C@H:72]([CH2:81][CH2:82][NH:83][C:84]([O:86][CH2:87][C:88]3[CH:93]=[CH:92][CH:91]=[CH:90][CH:89]=3)=[O:85])[NH:73]C(OC(C)(C)C)=O)=[CH:66][CH:65]=2)[C:33]2[CH:38]=[CH:37][C:36]([NH:39][C:40](=[O:63])[C@H:41]([CH2:50][CH2:51][NH:52][C:53]([O:55][CH2:56][C:57]3[CH:62]=[CH:61][CH:60]=[CH:59][CH:58]=3)=[O:54])[NH:42]C(OC(C)(C)C)=O)=[CH:35][CH:34]=2)=[CH:28][CH:27]=1)=[O:24])[NH:15]C(OC(C)(C)C)=O)=[O:10])[C:2]1[CH:7]=[CH:6][CH:5]=[CH:4][CH:3]=1.[ClH:95].O1CCOCC1. Given the product [ClH:95].[CH2:1]([O:8][C:9]([NH:11][CH2:12][CH2:13][C@@H:14]([C:23]([NH:25][C:26]1[CH:27]=[CH:28][C:29]([CH:32]([C:64]2[CH:69]=[CH:68][C:67]([NH:70][C:71](=[O:94])[C@H:72]([CH2:81][CH2:82][NH:83][C:84]([O:86][CH2:87][C:88]3[CH:89]=[CH:90][CH:91]=[CH:92][CH:93]=3)=[O:85])[NH2:73])=[CH:66][CH:65]=2)[C:33]2[CH:38]=[CH:37][C:36]([NH:39][C:40](=[O:63])[C@H:41]([CH2:50][CH2:51][NH:52][C:53]([O:55][CH2:56][C:57]3[CH:62]=[CH:61][CH:60]=[CH:59][CH:58]=3)=[O:54])[NH2:42])=[CH:35][CH:34]=2)=[CH:30][CH:31]=1)=[O:24])[NH2:15])=[O:10])[C:2]1[CH:7]=[CH:6][CH:5]=[CH:4][CH:3]=1, predict the reactants needed to synthesize it. (3) Given the product [CH:35]([C:34]1[CH:37]=[CH:38][C:31]([O:1][CH2:2][C:3]2[CH:4]=[C:5]([CH:8]=[CH:9][CH:10]=2)[C:6]#[N:7])=[CH:32][CH:33]=1)=[O:36], predict the reactants needed to synthesize it. The reactants are: [OH:1][CH2:2][C:3]1[CH:4]=[C:5]([CH:8]=[CH:9][CH:10]=1)[C:6]#[N:7].C1(P(C2C=CC=CC=2)C2C=CC=CC=2)C=CC=CC=1.O[C:31]1[CH:38]=[CH:37][C:34]([CH:35]=[O:36])=[CH:33][CH:32]=1.N(C(OCC)=O)=NC(OCC)=O. (4) The reactants are: [CH3:1][O:2]/[C:3](=[CH:7]\[C:8]1[CH:9]=[C:10]2[C:14](=[CH:15][CH:16]=1)[N:13]([CH2:17][C:18]1[N:19]=[C:20]([C:24]3[CH:29]=[CH:28][CH:27]=[CH:26][CH:25]=3)[O:21][C:22]=1[CH3:23])[CH:12]=[CH:11]2)/[C:4]([OH:6])=[O:5].[H][H]. Given the product [CH3:1][O:2][CH:3]([CH2:7][C:8]1[CH:9]=[C:10]2[C:14](=[CH:15][CH:16]=1)[N:13]([CH2:17][C:18]1[N:19]=[C:20]([C:24]3[CH:25]=[CH:26][CH:27]=[CH:28][CH:29]=3)[O:21][C:22]=1[CH3:23])[CH:12]=[CH:11]2)[C:4]([OH:6])=[O:5], predict the reactants needed to synthesize it. (5) The reactants are: [C:1]([N:8]1[CH2:13][CH2:12][NH:11][CH2:10][CH2:9]1)([O:3][C:4]([CH3:7])([CH3:6])[CH3:5])=[O:2].[CH2:14]([C:16]1[NH:24][C:23]2[C:18](=[N:19][CH:20]=[N:21][C:22]=2Cl)[N:17]=1)[CH3:15]. Given the product [CH2:14]([C:16]1[NH:24][C:23]2[C:18](=[N:19][CH:20]=[N:21][C:22]=2[N:11]2[CH2:10][CH2:9][N:8]([C:1]([O:3][C:4]([CH3:7])([CH3:6])[CH3:5])=[O:2])[CH2:13][CH2:12]2)[N:17]=1)[CH3:15], predict the reactants needed to synthesize it.